From a dataset of Reaction yield outcomes from USPTO patents with 853,638 reactions. Predict the reaction yield, written as a fraction of the theoretical maximum amount of product (1.0 means a 100% yield; for example, 0.34 means a 34% yield). (1) The reactants are [NH:1]1[C:5]2=[N:6][CH:7]=[CH:8][CH:9]=[C:4]2[C:3]([CH:10]([C:12]2[CH:13]=[N:14][C:15]([NH:18][CH2:19][C:20]3[CH:25]=[CH:24][C:23]([C:26]([F:29])([F:28])[F:27])=[CH:22][CH:21]=3)=[CH:16][CH:17]=2)O)=[CH:2]1.FC(F)(F)C(O)=O.C([SiH](CC)CC)C.C(=O)(O)[O-].[Na+]. No catalyst specified. The product is [NH:1]1[C:5]2=[N:6][CH:7]=[CH:8][CH:9]=[C:4]2[C:3]([CH2:10][C:12]2[CH:17]=[CH:16][C:15]([NH:18][CH2:19][C:20]3[CH:25]=[CH:24][C:23]([C:26]([F:27])([F:29])[F:28])=[CH:22][CH:21]=3)=[N:14][CH:13]=2)=[CH:2]1. The yield is 0.628. (2) The reactants are [CH2:1]([NH:4][CH2:5][CH:6]=[CH2:7])[CH:2]=[CH2:3].[F:8][C:9]([F:20])([C:16]([F:19])([F:18])[F:17])[C:10]([F:15])([F:14])[C:11](Cl)=[O:12]. The catalyst is ClCCl. The product is [F:14][C:10]([F:15])([C:9]([F:20])([F:8])[C:16]([F:19])([F:18])[F:17])[C:11]([N:4]([CH2:5][CH:6]=[CH2:7])[CH2:1][CH:2]=[CH2:3])=[O:12]. The yield is 0.620. (3) The reactants are [CH2:1]([C:5]1[N:10]2[N:11]=[CH:12][N:13]=[C:9]2[N:8]([CH:14]2[CH2:23][CH2:22][C:17]3(OCC[O:18]3)[CH2:16][CH2:15]2)[C:7](=[O:24])[C:6]=1[CH2:25][C:26]1[CH:31]=[CH:30][C:29]([C:32]2[CH:37]=[CH:36][CH:35]=[CH:34][C:33]=2[C:38]2[NH:42][C:41](=[O:43])[O:40][N:39]=2)=[CH:28][CH:27]=1)[CH2:2][CH2:3][CH3:4].Cl.O1CCCC1. The catalyst is C(OCC)(=O)C. The product is [CH2:1]([C:5]1[N:10]2[N:11]=[CH:12][N:13]=[C:9]2[N:8]([CH:14]2[CH2:23][CH2:22][C:17](=[O:18])[CH2:16][CH2:15]2)[C:7](=[O:24])[C:6]=1[CH2:25][C:26]1[CH:31]=[CH:30][C:29]([C:32]2[CH:37]=[CH:36][CH:35]=[CH:34][C:33]=2[C:38]2[NH:42][C:41](=[O:43])[O:40][N:39]=2)=[CH:28][CH:27]=1)[CH2:2][CH2:3][CH3:4]. The yield is 0.830. (4) The reactants are [CH3:1][O:2][C:3]1[CH:8]=[CH:7][C:6]([C:9](=O)[C:10]2[CH:15]=[CH:14][CH:13]=[CH:12][CH:11]=2)=[CH:5][CH:4]=1. The catalyst is C1COCC1.[Zn]. The product is [CH3:1][O:2][C:3]1[CH:8]=[CH:7][C:6]([C:9]([C:10]2[CH:15]=[CH:14][CH:13]=[CH:12][CH:11]=2)=[C:9]([C:6]2[CH:5]=[CH:4][C:3]([O:2][CH3:1])=[CH:8][CH:7]=2)[C:10]2[CH:11]=[CH:12][CH:13]=[CH:14][CH:15]=2)=[CH:5][CH:4]=1. The yield is 0.910.